Dataset: Peptide-MHC class I binding affinity with 185,985 pairs from IEDB/IMGT. Task: Regression. Given a peptide amino acid sequence and an MHC pseudo amino acid sequence, predict their binding affinity value. This is MHC class I binding data. (1) The peptide sequence is FFLFLLYIL. The MHC is HLA-A29:02 with pseudo-sequence HLA-A29:02. The binding affinity (normalized) is 0.306. (2) The peptide sequence is TSAPDTRPA. The MHC is HLA-A24:02 with pseudo-sequence HLA-A24:02. The binding affinity (normalized) is 0.